This data is from Full USPTO retrosynthesis dataset with 1.9M reactions from patents (1976-2016). The task is: Predict the reactants needed to synthesize the given product. (1) The reactants are: [Cl:1][C:2]1[CH:3]=[C:4]([C:8]2[CH:9]=[C:10]([C:13]([O:15][CH2:16][CH3:17])=[O:14])[S:11][CH:12]=2)[CH:5]=[CH:6][CH:7]=1.[Br:18]Br.O. Given the product [Br:18][C:12]1[S:11][C:10]([C:13]([O:15][CH2:16][CH3:17])=[O:14])=[CH:9][C:8]=1[C:4]1[CH:5]=[CH:6][CH:7]=[C:2]([Cl:1])[CH:3]=1, predict the reactants needed to synthesize it. (2) Given the product [CH2:1]([O:8][C:9]1[CH:14]=[CH:13][C:12]([CH2:15][C:16]2[CH:17]=[C:18]([C@@:23]3([O:50][CH3:51])[C@H:28]([OH:29])[C@@H:27]([OH:34])[C@H:26]([OH:39])[C@@H:25]([CH2:44][OH:45])[O:24]3)[CH:19]=[CH:20][C:21]=2[Cl:22])=[CH:11][CH:10]=1)[C:2]1[CH:7]=[CH:6][CH:5]=[CH:4][CH:3]=1, predict the reactants needed to synthesize it. The reactants are: [CH2:1]([O:8][C:9]1[CH:14]=[CH:13][C:12]([CH2:15][C:16]2[CH:17]=[C:18]([C@@:23]3([OH:50])[C@H:28]([O:29][Si](C)(C)C)[C@@H:27]([O:34][Si](C)(C)C)[C@H:26]([O:39][Si](C)(C)C)[C@@H:25]([CH2:44][O:45][Si](C)(C)C)[O:24]3)[CH:19]=[CH:20][C:21]=2[Cl:22])=[CH:11][CH:10]=1)[C:2]1[CH:7]=[CH:6][CH:5]=[CH:4][CH:3]=1.[CH3:51]S(O)(=O)=O.C(=O)(O)[O-].[Na+].